From a dataset of Experimentally validated miRNA-target interactions with 360,000+ pairs, plus equal number of negative samples. Binary Classification. Given a miRNA mature sequence and a target amino acid sequence, predict their likelihood of interaction. (1) The protein sequence of the target gene is MRFQGVGLCLGLLFITVNADFMDDGVEVEDFSENSDESNIKDEPSSGTFKYKTPQPIGEVYFTETFDSGNLAGWVLSKAKKDDMDSEIAIYDGRWEIEELKENQVPGDRGLVLKSKAKHHAIAAVLEKPFIFADKPLIVQYEVNFQDGIDCGGAYIKLLADTGDLILENFYDKTSYTIMFGPDKCGEDYKLHLIFRHKHPKTGVFEEKHAKPPDVDLKEFFTDRKTHLYTLVMNPDDTFEVLIDQKVVNQGTLLDDVVPPINPPREIDDPSDKKPEEWDDRAKIPDPTAVRPEDWDENEP.... Result: 0 (no interaction). The miRNA is hsa-miR-617 with sequence AGACUUCCCAUUUGAAGGUGGC. (2) The miRNA is hsa-miR-3926 with sequence UGGCCAAAAAGCAGGCAGAGA. The protein sequence of the target gene is MWRVRKRGYFGIWSFPLIIAAVCAQSVNDPSNMSLVKETVDRLLKGYDIRLRPDFGGPPVAVGMNIDIASIDMVSEVNMDYTLTMYFQQAWRDKRLSYNVIPLNLTLDNRVADQLWVPDTYFLNDKKSFVHGVTVKNRMIRLHPDGTVLYGLRITTTAACMMDLRRYPLDEQNCTLEIESYGYTTDDIEFYWRGDDNAVTGVTKIELPQFSIVDYKLITKKVVFSTGSYPRLSLSFKLKRNIGYFILQTYMPSILITILSWVSFWINYDASAARVALGITTVLTMTTINTHLRETLPKIP.... Result: 1 (interaction). (3) The miRNA is mmu-miR-3058-3p with sequence UUCCUGUCAGCCGUGGGUGCC. The protein sequence of the target gene is MAQEVDTAQGAEMRRGAGAARGRASWCWALALLWLAVVPGWSRVSGIPSRRHWPVPYKRFDFRPKPDPYCQAKYTFCPTGSPIPVMEGDDDIEVFRLQAPVWEFKYGDLLGHLKIMHDAIGFRSTLTGKNYTMEWYELFQLGNCTFPHLRPEMDAPFWCNQGAACFFEGIDDVHWKENGTLVQVATISGNMFNQMAKWVKQDNETGIYYETWNVKASPEKGAETWFDSYDCSKFVLRTFNKLAEFGAEFKNIETNYTRIFLYSGEPTYLGNETSVFGPTGNKTLGLAIKRFYYPFKPHLP.... Result: 0 (no interaction). (4) The miRNA is mmu-miR-692 with sequence AUCUCUUUGAGCGCCUCACUC. Result: 0 (no interaction). The protein sequence of the target gene is MFLKQPGGCILLQFLGLLGLVGAVTRTYYIGIVEEYWNYVPQGKDVITGKSFSEDKLATLFLERGPNRIGGIYKKAVYRHFTDGSYSTEIPKPPWLGFLGPILRAEVGDVIVIHLMNFASRPFSLHPHGVFYDKDSEGALYPDGTSGRNKEDDMVPPGKNYTYVWPVREEYAPAPADANCLTWVYHSHIDAPKDICSGLIGPLLVCKEGVLNRYSGMRTDVDREFVIMFTLVDENQSWYLDDNIKQFCTNPNSVDKSDAVFQRSNKMHALNGFLFGNMPEPEMCVGESVSWHLFGMGNEI.... (5) The miRNA is hsa-miR-1178-3p with sequence UUGCUCACUGUUCUUCCCUAG. The protein sequence of the target gene is MPVVRKIFRRRRGDSESEEDEQDSEEVRLKLEETREVQNLRKRPNGVSAVALLVGEKVQEETTLVDDPFQMKTGGMVDMKKLKERGKDKISEEEDLHLGTSFSAETNRRDEDADMMKYIETELKKRKGIVEHEEQKVKPKNAEDCLYELPENIRVSSAKKTEEMLSNQMLSGIPEVDLGIDAKIKNIISTEDAKARLLAEQQNKKKDSETSFVPTNMAVNYVQHNRFYHEELNAPIRRNKEEPKARPLRVGDTEKPEPERSPPNRKRPANEKATDDYHYEKFKKMNRRY. Result: 1 (interaction). (6) The miRNA is mmu-miR-92a-3p with sequence UAUUGCACUUGUCCCGGCCUG. The protein sequence of the target gene is MSLILNILREMLEYFGVPVEQVLLIWENKDYGSTRSIVRIIGKMLPLEPCRRPNFELIPLLNSVDSDNCGSMVPSFADILYVANDEEASYLRFRNSIWKNEEEKVEIFHPLRLVRDPLSPAVRQKETVKNDLPVNEAAIRKIAALENELTFLRSQIAAIVEMQELKNSTNSSSFGLSDERISLGQLSSSRAAHLSVDPDQLPGSVLSPPPPPPLPPQFSSLQPPCFPPVQPGSNNICDSDNPATEMSKQNPAANKTNYSHHSKSQRNKDIPNMLDVLKDMNKVKLRAIERSPGGRPIHKR.... Result: 0 (no interaction). (7) The miRNA is hsa-miR-4768-5p with sequence AUUCUCUCUGGAUCCCAUGGAU. The protein sequence of the target gene is MSTAGVAAQDIRVPLKTGFLHNGQALGNMKSCWGSHSEFENNFLNIDPITMAYNLNSPAQEHLTTVGCAARSAPGSGHFFAECGPSPRSSLPPLVISPSESSGQREEDQVMCGFKKLSVNGVCTSTPPLTPIKSCPSPFPCAALCDRGSRPLPPLPISEDLCVDEADSEVELLTTSSDTDLLLEDSAPSDFKYDAPGRRSFRGCGQINYAYFDSPTVSVADLSCASDQNRVVPDPNPPPPQSHRRLRRSHSGPAGSFNKPAIRISSCTHRASPSSDEDKPEVPPRVPIPPRPAKPDYRRW.... Result: 0 (no interaction).